From a dataset of Catalyst prediction with 721,799 reactions and 888 catalyst types from USPTO. Predict which catalyst facilitates the given reaction. (1) Reactant: [F:1][C:2]1[CH:3]=[C:4]([C:9]2[O:10][C:11]3[CH:17]=[C:16]([O:18][CH2:19][C@@H:20]([NH:22][C:23](=[O:25])[CH3:24])[CH3:21])[CH:15]=[CH:14][C:12]=3[N:13]=2)[CH:5]=[CH:6][C:7]=1[OH:8].Br[CH2:27][CH:28]1[CH2:30][C:29]1([F:32])[F:31].C(=O)([O-])[O-].[K+].[K+]. Product: [F:31][C:29]1([F:32])[CH2:30][CH:28]1[CH2:27][O:8][C:7]1[CH:6]=[CH:5][C:4]([C:9]2[O:10][C:11]3[CH:17]=[C:16]([O:18][CH2:19][C@@H:20]([NH:22][C:23](=[O:25])[CH3:24])[CH3:21])[CH:15]=[CH:14][C:12]=3[N:13]=2)=[CH:3][C:2]=1[F:1]. The catalyst class is: 39. (2) Reactant: [H-].[Na+].[Cl:3][C:4]1[CH:9]=[C:8]([NH:10][C:11]2[CH:16]=[CH:15][C:14]([F:17])=[CH:13][C:12]=2[CH3:18])[CH:7]=[CH:6][C:5]=1[C:19]([C:21]1[CH:26]=[CH:25][CH:24]=[CH:23][C:22]=1[CH3:27])=[O:20].Cl[C:29]([O:31][CH:32]([Cl:34])[CH3:33])=[O:30].[NH4+].[Cl-]. Product: [Cl:34][CH:32]([O:31][C:29](=[O:30])[N:10]([C:8]1[CH:7]=[CH:6][C:5]([C:19](=[O:20])[C:21]2[CH:26]=[CH:25][CH:24]=[CH:23][C:22]=2[CH3:27])=[C:4]([Cl:3])[CH:9]=1)[C:11]1[CH:16]=[CH:15][C:14]([F:17])=[CH:13][C:12]=1[CH3:18])[CH3:33]. The catalyst class is: 31.